This data is from Catalyst prediction with 721,799 reactions and 888 catalyst types from USPTO. The task is: Predict which catalyst facilitates the given reaction. (1) Product: [C:23]([O:22][C:20](=[O:21])[NH:19][CH2:18][CH2:17][CH2:16][CH2:15][C:12]1[CH:13]=[CH:14][C:9]([NH:8][CH2:7][CH2:6][CH2:5][C:4](=[O:3])[NH2:28])=[CH:10][CH:11]=1)([CH3:26])([CH3:25])[CH3:24]. Reactant: C([O:3][C:4](=O)[CH2:5][CH2:6][CH2:7][NH:8][C:9]1[CH:14]=[CH:13][C:12]([CH2:15][CH2:16][CH2:17][CH2:18][NH:19][C:20]([O:22][C:23]([CH3:26])([CH3:25])[CH3:24])=[O:21])=[CH:11][CH:10]=1)C.[NH3:28]. The catalyst class is: 5. (2) Reactant: [CH3:1][O:2][C:3]([CH:5]1[CH2:9][S:8][C:7]([C:10]2[CH:15]=[CH:14][C:13]([CH2:16][NH:17][C:18]([O:20][C:21]([CH3:24])([CH3:23])[CH3:22])=[O:19])=[CH:12][CH:11]=2)=[N:6]1)=[O:4].BrC(Cl)(Cl)Cl.C1CCN2C(=NCCC2)CC1. Product: [CH3:1][O:2][C:3]([C:5]1[N:6]=[C:7]([C:10]2[CH:11]=[CH:12][C:13]([CH2:16][NH:17][C:18]([O:20][C:21]([CH3:24])([CH3:23])[CH3:22])=[O:19])=[CH:14][CH:15]=2)[S:8][CH:9]=1)=[O:4]. The catalyst class is: 2. (3) Reactant: FC(F)(F)S([O-])(=O)=O.[Mg+2].FC(F)(F)S([O-])(=O)=O.[CH:18]([Si:21]([CH:30]([CH3:32])[CH3:31])([CH:27]([CH3:29])[CH3:28])[O:22][CH2:23][C@@H:24]([OH:26])[CH3:25])([CH3:20])[CH3:19].[O:33]1[CH2:35][C@@H:34]1[C:36]([O:38][CH3:39])=[O:37]. Product: [OH:33][C@H:34]([CH2:35][O:26][C@@H:24]([CH3:25])[CH2:23][O:22][Si:21]([CH:18]([CH3:20])[CH3:19])([CH:27]([CH3:29])[CH3:28])[CH:30]([CH3:32])[CH3:31])[C:36]([O:38][CH3:39])=[O:37]. The catalyst class is: 13. (4) Reactant: COC1C=CC(C[NH:8][C:9]2[CH:14]=[C:13]([O:15][C:16]3[CH:25]=[C:24]4[C:19]([CH2:20][CH2:21][CH:22]([C:26]([OH:28])=[O:27])[CH2:23]4)=[CH:18][CH:17]=3)[CH:12]=[CH:11][N:10]=2)=CC=1.C1(OC)C=CC=CC=1.C(OC(C(F)(F)F)=O)(C(F)(F)F)=O. Product: [NH2:8][C:9]1[CH:14]=[C:13]([O:15][C:16]2[CH:25]=[C:24]3[C:19]([CH2:20][CH2:21][CH:22]([C:26]([OH:28])=[O:27])[CH2:23]3)=[CH:18][CH:17]=2)[CH:12]=[CH:11][N:10]=1. The catalyst class is: 2. (5) Reactant: I[C:2]1[CH:7]=[CH:6][C:5]([NH:8][S:9]([CH3:12])(=[O:11])=[O:10])=[CH:4][CH:3]=1.[C:13]([C:15]1[CH:20]=[CH:19][C:18]([CH3:21])=[CH:17][CH:16]=1)#[CH:14]. Product: [C:18]1([CH3:21])[CH:19]=[CH:20][C:15]([C:13]#[C:14][C:2]2[CH:7]=[CH:6][C:5]([NH:8][S:9]([CH3:12])(=[O:11])=[O:10])=[CH:4][CH:3]=2)=[CH:16][CH:17]=1. The catalyst class is: 778. (6) Reactant: [Cl:1][C:2]1[C:3](F)=[N:4][C:5]([F:21])=[C:6]([Cl:20])[C:7]=1[O:8][C:9]1[CH:14]=[CH:13][C:12]([O:15][CH3:16])=[C:11]([CH:17]([CH3:19])[CH3:18])[CH:10]=1.[C:23]([O:27][CH3:28])(=[O:26])[CH2:24][OH:25].[H-].[Na+].Cl. Product: [Cl:20][C:6]1[C:5]([F:21])=[N:4][C:3]([O:25][CH2:24][C:23]([O:27][CH3:28])=[O:26])=[C:2]([Cl:1])[C:7]=1[O:8][C:9]1[CH:14]=[CH:13][C:12]([O:15][CH3:16])=[C:11]([CH:17]([CH3:19])[CH3:18])[CH:10]=1. The catalyst class is: 220. (7) Reactant: [NH2:1][C:2]1[C:10]([Br:11])=[C:9]2[C:5]([CH2:6][CH2:7][C:8]2=[O:12])=[CH:4][CH:3]=1.[BH4-].[Na+].O. Product: [NH2:1][C:2]1[C:10]([Br:11])=[C:9]2[C:5]([CH2:6][CH2:7][CH:8]2[OH:12])=[CH:4][CH:3]=1. The catalyst class is: 7. (8) Reactant: [NH:1]1[C:9]2[C:4](=[CH:5][CH:6]=[CH:7][CH:8]=2)[CH2:3][CH2:2]1.[CH:10](O)=[O:11]. Product: [CH:10]([N:1]1[C:9]2[C:4](=[CH:5][CH:6]=[CH:7][CH:8]=2)[CH2:3][CH2:2]1)=[O:11]. The catalyst class is: 4. (9) Reactant: [Cl:1][C:2]1[C:7]([F:8])=[CH:6][CH:5]=[C:4]([Cl:9])[C:3]=1[C@H:10]([O:12][C:13]1[C:14]2[O:22][CH:21]=[C:20]([C:23]3[CH2:24][CH2:25][NH:26][CH2:27][CH:28]=3)[C:15]=2[CH:16]=[N:17][C:18]=1[NH2:19])[CH3:11].[CH2:29]([N:31]=[C:32]=[O:33])[CH3:30].CCN(C(C)C)C(C)C. Product: [NH2:19][C:18]1[N:17]=[CH:16][C:15]2[C:20]([C:23]3[CH2:24][CH2:25][N:26]([C:32]([NH:31][CH2:29][CH3:30])=[O:33])[CH2:27][CH:28]=3)=[CH:21][O:22][C:14]=2[C:13]=1[O:12][C@@H:10]([C:3]1[C:4]([Cl:9])=[CH:5][CH:6]=[C:7]([F:8])[C:2]=1[Cl:1])[CH3:11]. The catalyst class is: 3. (10) Reactant: [OH:1][C:2]1[CH:3]=[CH:4][C:5]([C:8]([N:10]([O:12][CH3:13])[CH3:11])=[O:9])=[N:6][CH:7]=1.C([O-])([O-])=O.[K+].[K+].[CH2:20](Br)[C:21]1[CH:26]=[CH:25][CH:24]=[CH:23][CH:22]=1. Product: [CH2:20]([O:1][C:2]1[CH:3]=[CH:4][C:5]([C:8]([N:10]([O:12][CH3:13])[CH3:11])=[O:9])=[N:6][CH:7]=1)[C:21]1[CH:26]=[CH:25][CH:24]=[CH:23][CH:22]=1. The catalyst class is: 21.